Dataset: Full USPTO retrosynthesis dataset with 1.9M reactions from patents (1976-2016). Task: Predict the reactants needed to synthesize the given product. (1) Given the product [Cl:1][C:2]1[CH:7]=[C:6]([Cl:8])[CH:5]=[CH:4][C:3]=1[C:9]1[C:10]([N+:16]([O-:18])=[O:17])=[CH:11][CH:12]=[C:13]([N:36]([CH3:37])[CH2:33][CH2:34][NH:32][C:23]2[CH:28]=[CH:27][C:26]([N+:29]([O-:31])=[O:30])=[CH:25][N:24]=2)[CH:14]=1, predict the reactants needed to synthesize it. The reactants are: [Cl:1][C:2]1[CH:7]=[C:6]([Cl:8])[CH:5]=[CH:4][C:3]=1[C:9]1[CH:14]=[C:13](F)[CH:12]=[CH:11][C:10]=1[N+:16]([O-:18])=[O:17].CNCC[C:23]1([NH2:32])[CH:28]=[CH:27][C:26]([N+:29]([O-:31])=[O:30])=[CH:25][NH:24]1.[CH:33]([N:36](CC)[CH:37](C)C)(C)[CH3:34]. (2) Given the product [CH2:1]([C:3]1[S:4][C:5]([CH3:17])=[C:6](/[CH:8]=[CH:29]/[C:28]2[C:24]([O:23][CH2:22][O:21][CH3:20])=[N:25][N:26]([C:31]3[CH:36]=[CH:35][CH:34]=[CH:33][CH:32]=3)[CH:27]=2)[N:7]=1)[CH3:2], predict the reactants needed to synthesize it. The reactants are: [CH2:1]([C:3]1[S:4][C:5]([CH3:17])=[C:6]([CH2:8]P(=O)(OCC)OCC)[N:7]=1)[CH3:2].[H-].[Na+].[CH3:20][O:21][CH2:22][O:23][C:24]1[C:28]([CH:29]=O)=[CH:27][N:26]([C:31]2[CH:36]=[CH:35][CH:34]=[CH:33][CH:32]=2)[N:25]=1.O. (3) Given the product [ClH:37].[NH2:33][C:25]([CH2:24][CH2:23][C:20]1[CH:19]=[CH:18][C:17]([C:3]2[CH:4]=[CH:5][C:6]([S:8][C:9]3[CH:10]=[CH:11][C:12]([O:15][CH3:16])=[CH:13][CH:14]=3)=[CH:7][C:2]=2[F:1])=[CH:22][CH:21]=1)([CH2:30][OH:29])[CH2:26][OH:27], predict the reactants needed to synthesize it. The reactants are: [F:1][C:2]1[CH:7]=[C:6]([S:8][C:9]2[CH:14]=[CH:13][C:12]([O:15][CH3:16])=[CH:11][CH:10]=2)[CH:5]=[CH:4][C:3]=1[C:17]1[CH:22]=[CH:21][C:20]([CH2:23][CH2:24][C:25]2([NH:33]C(=O)C)[CH2:30][O:29]C(C)(C)[O:27][CH2:26]2)=[CH:19][CH:18]=1.[ClH:37]. (4) Given the product [OH:5][CH2:4][CH2:3][CH2:2][N:10]1[CH2:11][CH2:12][N:7]([CH3:6])[CH2:8][CH2:9]1, predict the reactants needed to synthesize it. The reactants are: Br[CH2:2][CH2:3][CH2:4][OH:5].[CH3:6][N:7]1[CH2:12][CH2:11][NH:10][CH2:9][CH2:8]1.C(=O)([O-])[O-].[K+].[K+]. (5) Given the product [CH3:37][C:28]1[C:29]2[NH:34][C:33](=[O:35])[CH2:32][O:31][C:30]=2[CH:36]=[C:26]([O:25][C:21]2[CH:20]=[C:19]([N:14]3[CH2:13][CH2:12][C:5]4([O:4][C:3](=[O:17])[NH:2][C:7]5[N:8]=[CH:9][CH:10]=[CH:11][C:6]4=5)[CH2:16][CH2:15]3)[N:24]=[CH:23][N:22]=2)[CH:27]=1, predict the reactants needed to synthesize it. The reactants are: Cl.[NH:2]1[C:7]2[N:8]=[CH:9][CH:10]=[CH:11][C:6]=2[C:5]2([CH2:16][CH2:15][NH:14][CH2:13][CH2:12]2)[O:4][C:3]1=[O:17].Cl[C:19]1[N:24]=[CH:23][N:22]=[C:21]([O:25][C:26]2[CH:27]=[C:28]([CH3:37])[C:29]3[NH:34][C:33](=[O:35])[CH2:32][O:31][C:30]=3[CH:36]=2)[CH:20]=1.CCN(C(C)C)C(C)C.CO. (6) Given the product [CH2:23]([NH:30][C:2]1[C:3]2[CH:4]=[CH:5][C:6]([NH:18][CH2:17][C:16]3[CH:19]=[CH:20][CH:21]=[CH:22][C:15]=3[O:14][CH3:13])=[N:7][C:8]=2[CH:9]=[CH:10][CH:11]=1)[C:24]1[CH:29]=[CH:28][CH:27]=[CH:26][CH:25]=1, predict the reactants needed to synthesize it. The reactants are: Br[C:2]1[CH:11]=[CH:10][CH:9]=[C:8]2[C:3]=1[CH:4]=[CH:5][C:6](Cl)=[N:7]2.[CH3:13][O:14][C:15]1[CH:22]=[CH:21][CH:20]=[CH:19][C:16]=1[CH2:17][NH2:18].[CH2:23]([NH2:30])[C:24]1[CH:29]=[CH:28][CH:27]=[CH:26][CH:25]=1. (7) Given the product [C:3]1(/[CH:2]=[CH:34]/[C@@H:36]2[CH2:41][CH2:40][C@H:39]([C:42]([O:44][CH3:45])=[O:43])[CH2:38][CH2:37]2)[CH:8]=[CH:7][CH:6]=[CH:5][CH:4]=1, predict the reactants needed to synthesize it. The reactants are: [Br-].[CH2:2]([P+](C1C=CC=CC=1)(C1C=CC=CC=1)C1C=CC=CC=1)[C:3]1[CH:8]=[CH:7][CH:6]=[CH:5][CH:4]=1.CC(C)([O-])C.[K+].[CH:34]([C@@H:36]1[CH2:41][CH2:40][C@H:39]([C:42]([O:44][CH3:45])=[O:43])[CH2:38][CH2:37]1)=O.O. (8) Given the product [CH:1]1([C:6]([N:8]2[CH2:13][CH:12]([C:14]3[CH:19]=[CH:18][C:17]([CH2:20][CH3:21])=[CH:16][CH:15]=3)[CH2:11][CH:10]([C:22]([NH:29][C:28]3[CH:30]=[CH:31][CH:32]=[C:26]([F:25])[CH:27]=3)=[O:23])[CH2:9]2)=[O:7])[CH2:5][CH2:4][CH2:3][CH2:2]1, predict the reactants needed to synthesize it. The reactants are: [CH:1]1([C:6]([N:8]2[CH2:13][CH:12]([C:14]3[CH:19]=[CH:18][C:17]([CH2:20][CH3:21])=[CH:16][CH:15]=3)[CH2:11][CH:10]([C:22](O)=[O:23])[CH2:9]2)=[O:7])[CH2:5][CH2:4][CH2:3][CH2:2]1.[F:25][C:26]1[CH:27]=[C:28]([CH:30]=[CH:31][CH:32]=1)[NH2:29].